Dataset: NCI-60 drug combinations with 297,098 pairs across 59 cell lines. Task: Regression. Given two drug SMILES strings and cell line genomic features, predict the synergy score measuring deviation from expected non-interaction effect. (1) Drug 1: CS(=O)(=O)C1=CC(=C(C=C1)C(=O)NC2=CC(=C(C=C2)Cl)C3=CC=CC=N3)Cl. Drug 2: CCN(CC)CCNC(=O)C1=C(NC(=C1C)C=C2C3=C(C=CC(=C3)F)NC2=O)C. Cell line: K-562. Synergy scores: CSS=15.2, Synergy_ZIP=-1.25, Synergy_Bliss=3.83, Synergy_Loewe=2.27, Synergy_HSA=2.18. (2) Drug 1: CC(C)(C#N)C1=CC(=CC(=C1)CN2C=NC=N2)C(C)(C)C#N. Drug 2: CC1CCC2CC(C(=CC=CC=CC(CC(C(=O)C(C(C(=CC(C(=O)CC(OC(=O)C3CCCCN3C(=O)C(=O)C1(O2)O)C(C)CC4CCC(C(C4)OC)O)C)C)O)OC)C)C)C)OC. Cell line: 786-0. Synergy scores: CSS=-8.43, Synergy_ZIP=-1.12, Synergy_Bliss=-4.69, Synergy_Loewe=-18.1, Synergy_HSA=-12.7. (3) Drug 1: CC1CCC2CC(C(=CC=CC=CC(CC(C(=O)C(C(C(=CC(C(=O)CC(OC(=O)C3CCCCN3C(=O)C(=O)C1(O2)O)C(C)CC4CCC(C(C4)OC)OCCO)C)C)O)OC)C)C)C)OC. Drug 2: B(C(CC(C)C)NC(=O)C(CC1=CC=CC=C1)NC(=O)C2=NC=CN=C2)(O)O. Cell line: SK-MEL-5. Synergy scores: CSS=24.7, Synergy_ZIP=-0.758, Synergy_Bliss=1.38, Synergy_Loewe=-8.23, Synergy_HSA=-0.0113. (4) Drug 1: CCC1(CC2CC(C3=C(CCN(C2)C1)C4=CC=CC=C4N3)(C5=C(C=C6C(=C5)C78CCN9C7C(C=CC9)(C(C(C8N6C)(C(=O)OC)O)OC(=O)C)CC)OC)C(=O)OC)O.OS(=O)(=O)O. Drug 2: CC=C1C(=O)NC(C(=O)OC2CC(=O)NC(C(=O)NC(CSSCCC=C2)C(=O)N1)C(C)C)C(C)C. Cell line: K-562. Synergy scores: CSS=45.4, Synergy_ZIP=0.989, Synergy_Bliss=0.00254, Synergy_Loewe=-22.5, Synergy_HSA=-1.13. (5) Drug 1: CC1=C(C(CCC1)(C)C)C=CC(=CC=CC(=CC(=O)O)C)C. Drug 2: C1CN1C2=NC(=NC(=N2)N3CC3)N4CC4. Cell line: K-562. Synergy scores: CSS=33.0, Synergy_ZIP=-1.33, Synergy_Bliss=-3.46, Synergy_Loewe=-13.1, Synergy_HSA=-2.03. (6) Drug 1: COC1=CC(=CC(=C1O)OC)C2C3C(COC3=O)C(C4=CC5=C(C=C24)OCO5)OC6C(C(C7C(O6)COC(O7)C8=CC=CS8)O)O. Drug 2: CN(C)C1=NC(=NC(=N1)N(C)C)N(C)C. Cell line: A549. Synergy scores: CSS=39.3, Synergy_ZIP=1.99, Synergy_Bliss=-0.347, Synergy_Loewe=-42.1, Synergy_HSA=-3.04. (7) Drug 1: CC1=C(N=C(N=C1N)C(CC(=O)N)NCC(C(=O)N)N)C(=O)NC(C(C2=CN=CN2)OC3C(C(C(C(O3)CO)O)O)OC4C(C(C(C(O4)CO)O)OC(=O)N)O)C(=O)NC(C)C(C(C)C(=O)NC(C(C)O)C(=O)NCCC5=NC(=CS5)C6=NC(=CS6)C(=O)NCCC[S+](C)C)O. Drug 2: C1C(C(OC1N2C=NC(=NC2=O)N)CO)O. Cell line: EKVX. Synergy scores: CSS=3.10, Synergy_ZIP=-2.73, Synergy_Bliss=-1.42, Synergy_Loewe=-2.17, Synergy_HSA=-1.27. (8) Synergy scores: CSS=23.3, Synergy_ZIP=-4.08, Synergy_Bliss=2.05, Synergy_Loewe=1.92, Synergy_HSA=4.68. Drug 2: C1=CC(=CC=C1CCC2=CNC3=C2C(=O)NC(=N3)N)C(=O)NC(CCC(=O)O)C(=O)O. Drug 1: CC12CCC(CC1=CCC3C2CCC4(C3CC=C4C5=CN=CC=C5)C)O. Cell line: NCI/ADR-RES. (9) Drug 1: CC12CCC(CC1=CCC3C2CCC4(C3CC=C4C5=CN=CC=C5)C)O. Drug 2: C1=CN(C=N1)CC(O)(P(=O)(O)O)P(=O)(O)O. Cell line: A549. Synergy scores: CSS=5.60, Synergy_ZIP=-1.79, Synergy_Bliss=-1.14, Synergy_Loewe=-2.06, Synergy_HSA=-1.63.